Dataset: Forward reaction prediction with 1.9M reactions from USPTO patents (1976-2016). Task: Predict the product of the given reaction. (1) Given the reactants C1(O[C:8](=[O:29])[NH:9][C:10]2[S:14][N:13]=[C:12]([O:15][CH2:16][C:17]3[CH:22]=[C:21]([F:23])[C:20]([CH3:24])=[CH:19][C:18]=3[F:25])[C:11]=2[C:26](=[O:28])[NH2:27])C=CC=CC=1.[NH2:30][CH2:31][CH2:32][CH:33]([OH:40])[CH2:34][NH:35][C:36]([CH3:39])([CH3:38])[CH3:37], predict the reaction product. The product is: [C:36]([NH:35][CH2:34][CH:33]([OH:40])[CH2:32][CH2:31][NH:30][C:8](=[O:29])[NH:9][C:10]1[S:14][N:13]=[C:12]([O:15][CH2:16][C:17]2[CH:22]=[C:21]([F:23])[C:20]([CH3:24])=[CH:19][C:18]=2[F:25])[C:11]=1[C:26]([NH2:27])=[O:28])([CH3:39])([CH3:37])[CH3:38]. (2) Given the reactants [CH3:1][O-:2].[Na+].[CH3:4][N:5]1[C:13]2[C:12]3([C:20]4[CH:25]=[CH:24][CH:23]=[CH:22][CH:21]=4)[CH2:14][CH2:15][C:16](=[O:19])[CH:17]([CH3:18])[CH:11]3[CH2:10][CH2:9][C:8]=2[C:7]([C:26]2[CH:31]=[CH:30][CH:29]=[CH:28][CH:27]=2)=[N:6]1, predict the reaction product. The product is: [OH:2]/[CH:1]=[C:15]1/[CH2:14][C:12]2([C:20]3[CH:21]=[CH:22][CH:23]=[CH:24][CH:25]=3)[C:13]3[N:5]([CH3:4])[N:6]=[C:7]([C:26]4[CH:27]=[CH:28][CH:29]=[CH:30][CH:31]=4)[C:8]=3[CH2:9][CH2:10][CH:11]2[CH:17]([CH3:18])[C:16]/1=[O:19]. (3) Given the reactants C(OC([N:8]1[CH2:17][CH2:16][C:15]2[N:14]=[CH:13][C:12]([N+:18]([O-:20])=[O:19])=[CH:11][C:10]=2[CH2:9]1)=O)(C)(C)C.C(O)(C(F)(F)F)=O, predict the reaction product. The product is: [N+:18]([C:12]1[CH:13]=[N:14][C:15]2[CH2:16][CH2:17][NH:8][CH2:9][C:10]=2[CH:11]=1)([O-:20])=[O:19]. (4) Given the reactants [C:1]([N:5]1[C:9](=[O:10])[C:8](Cl)=[C:7]([C:12]2[CH:17]=[CH:16][CH:15]=[CH:14][CH:13]=2)[S:6]1(=[O:19])=[O:18])([CH3:4])([CH3:3])[CH3:2].[NH2:20][CH2:21][CH2:22][CH:23]1[CH2:26][N:25]([C:27]([O:29][C:30]([CH3:33])([CH3:32])[CH3:31])=[O:28])[CH2:24]1, predict the reaction product. The product is: [C:1]([N:5]1[C:9](=[O:10])[C:8]([NH:20][CH2:21][CH2:22][CH:23]2[CH2:26][N:25]([C:27]([O:29][C:30]([CH3:33])([CH3:32])[CH3:31])=[O:28])[CH2:24]2)=[C:7]([C:12]2[CH:17]=[CH:16][CH:15]=[CH:14][CH:13]=2)[S:6]1(=[O:19])=[O:18])([CH3:4])([CH3:3])[CH3:2]. (5) The product is: [CH3:1][O:2][C:3]1[CH:4]=[CH:5][C:6]([CH2:7][O:8][C:9](=[O:27])[CH2:10][CH2:11][CH2:12][CH2:13][CH2:14][CH2:15][CH2:16][CH2:17][CH2:18][CH2:19][CH2:20][CH2:21][CH2:22][CH2:23][C:24](=[O:26])[N:62]([CH2:61][C:60]2[CH:59]=[C:58]([O:57][CH2:56][C:54]([O:53][C:49]([CH3:52])([CH3:50])[CH3:51])=[O:55])[CH:70]=[C:69]([O:71][CH2:72][C:73]([O:75][C:76]([CH3:79])([CH3:78])[CH3:77])=[O:74])[CH:68]=2)[CH2:63][CH2:64][C:65]([OH:67])=[O:66])=[CH:28][CH:29]=1. Given the reactants [CH3:1][O:2][C:3]1[CH:29]=[CH:28][C:6]([CH2:7][O:8][C:9](=[O:27])[CH2:10][CH2:11][CH2:12][CH2:13][CH2:14][CH2:15][CH2:16][CH2:17][CH2:18][CH2:19][CH2:20][CH2:21][CH2:22][CH2:23][C:24]([OH:26])=O)=[CH:5][CH:4]=1.ON1C2N=CC=CC=2N=N1.C(N(C(C)C)CC)(C)C.[C:49]([O:53][C:54]([CH2:56][O:57][C:58]1[CH:59]=[C:60]([CH:68]=[C:69]([O:71][CH2:72][C:73]([O:75][C:76]([CH3:79])([CH3:78])[CH3:77])=[O:74])[CH:70]=1)[CH2:61][NH:62][CH2:63][CH2:64][C:65]([OH:67])=[O:66])=[O:55])([CH3:52])([CH3:51])[CH3:50], predict the reaction product. (6) Given the reactants Cl[C:2]1[CH:7]=[C:6](Cl)[N:5]=[CH:4][N:3]=1.[CH:9]1[C:22]2[CH:21]=[C:20]([C:23]3[CH:24]=[C:25](B(O)O)[CH:26]=[CH:27][CH:28]=3)[C:19]3[C:14](=[CH:15][CH:16]=[CH:17][CH:18]=3)[C:13]=2[CH:12]=[CH:11][CH:10]=1.C(=O)([O-])[O-].[Na+].[Na+].[C:38](#N)[CH3:39], predict the reaction product. The product is: [CH:9]1[C:22]2[CH:21]=[C:20]([C:23]3[CH:24]=[C:25]([C:2]4[CH:7]=[C:6]([C:25]5[CH:26]=[CH:27][CH:28]=[C:23]([C:20]6[C:19]7[C:14]([C:13]8[CH:12]=[CH:11][CH:10]=[CH:9][C:39]=8[CH:38]=6)=[CH:15][CH:16]=[CH:17][CH:18]=7)[CH:24]=5)[N:5]=[CH:4][N:3]=4)[CH:26]=[CH:27][CH:28]=3)[C:19]3[C:14](=[CH:15][CH:16]=[CH:17][CH:18]=3)[C:13]=2[CH:12]=[CH:11][CH:10]=1. (7) Given the reactants [CH3:1][O:2][C:3]([C:5]1[CH:10]=[CH:9][C:8]([OH:11])=[CH:7][N:6]=1)=[O:4].C(=O)([O-])[O-].[K+].[K+].Br[CH2:19][CH:20]1[CH2:22][CH2:21]1, predict the reaction product. The product is: [CH3:1][O:2][C:3]([C:5]1[CH:10]=[CH:9][C:8]([O:11][CH2:19][CH:20]2[CH2:22][CH2:21]2)=[CH:7][N:6]=1)=[O:4].